From a dataset of Reaction yield outcomes from USPTO patents with 853,638 reactions. Predict the reaction yield, written as a fraction of the theoretical maximum amount of product (1.0 means a 100% yield; for example, 0.34 means a 34% yield). (1) The reactants are C[Si](Cl)(C)C.[CH2:6]([O:13][C:14]1[CH:21]=[C:20]([O:22][CH:23]2[CH2:28][CH2:27][CH2:26][CH2:25][O:24]2)[CH:19]=[C:18]([B:29]2[O:33]C(C)(C)[C:31]([CH3:37])(C)[O:30]2)[C:15]=1C=O)[C:7]1[CH:12]=[CH:11][CH:10]=[CH:9][CH:8]=1. The catalyst is C1COCC1.[Zn]. The product is [CH2:20]([O:22][C:23](=[O:24])[CH2:37][CH:31]1[O:30][B:29]([OH:33])[C:18]2[CH:19]=[C:20]([O:22][CH:23]3[CH2:28][CH2:27][CH2:26][CH2:25][O:24]3)[CH:21]=[C:14]([O:13][CH2:6][C:7]3[CH:8]=[CH:9][CH:10]=[CH:11][CH:12]=3)[C:15]1=2)[CH3:19]. The yield is 0.730. (2) The reactants are [NH2:1][C:2]1[CH:3]=[CH:4][C:5]2[S:10][CH2:9][C:8](=[O:11])[NH:7][C:6]=2[CH:12]=1.[C:13]([Si:17]([CH3:25])([CH3:24])[O:18][CH2:19][CH2:20][CH:21]1[CH2:23][O:22]1)([CH3:16])([CH3:15])[CH3:14]. The catalyst is CCO.O. The product is [C:13]([Si:17]([CH3:25])([CH3:24])[O:18][CH2:19][CH2:20][CH:21]([OH:22])[CH2:23][NH:1][C:2]1[CH:3]=[CH:4][C:5]2[S:10][CH2:9][C:8](=[O:11])[NH:7][C:6]=2[CH:12]=1)([CH3:14])([CH3:16])[CH3:15]. The yield is 0.290. (3) The reactants are [CH3:1][O:2][C:3]1[CH:4]=[C:5]2[C:9](=[CH:10][CH:11]=1)[N:8]([C:12]1[CH:17]=[CH:16][C:15]([O:18][CH3:19])=[CH:14][CH:13]=1)[CH:7]=[CH:6]2.[C:20](Cl)(=[O:22])[CH3:21]. The catalyst is C(Cl)Cl. The product is [CH3:1][O:2][C:3]1[CH:4]=[C:5]2[C:9](=[CH:10][CH:11]=1)[N:8]([C:12]1[CH:17]=[CH:16][C:15]([O:18][CH3:19])=[CH:14][CH:13]=1)[CH:7]=[C:6]2[C:20](=[O:22])[CH3:21]. The yield is 0.710. (4) The reactants are [C:1]([O:5][C:6](=[O:25])[NH:7][C@H:8]1[CH2:14][O:13][C:12]2[CH:15]=[C:16]([C:19]([NH:21][NH2:22])=[O:20])[CH:17]=[CH:18][C:11]=2[N:10]([CH3:23])[C:9]1=[O:24])([CH3:4])([CH3:3])[CH3:2].[CH2:26](OC(OCC)(OCC)C)[CH3:27]. No catalyst specified. The product is [C:1]([O:5][C:6](=[O:25])[NH:7][C@H:8]1[CH2:14][O:13][C:12]2[CH:15]=[C:16]([C:19]3[O:20][C:26]([CH3:27])=[N:22][N:21]=3)[CH:17]=[CH:18][C:11]=2[N:10]([CH3:23])[C:9]1=[O:24])([CH3:4])([CH3:2])[CH3:3]. The yield is 0.610. (5) The reactants are [C:1]([C:5]1[CH:10]=[C:9](Cl)[N:8]=[CH:7][N:6]=1)([CH3:4])([CH3:3])[CH3:2].[C:12]1([N:18]2[C:30]3[CH:29]=[CH:28][C:27](B(O)O)=[CH:26][C:25]=3[C:24]3[C:19]2=[CH:20][CH:21]=[CH:22][CH:23]=3)[CH:17]=[CH:16][CH:15]=[CH:14][CH:13]=1.C(=O)([O-])[O-].[Na+].[Na+]. The catalyst is C1C=CC(P(C2C=CC=CC=2)C2C=CC=CC=2)=CC=1.C1C=CC(P(C2C=CC=CC=2)C2C=CC=CC=2)=CC=1.Cl[Pd]Cl.O.CN(C=O)C. The product is [C:1]([C:5]1[CH:10]=[C:9]([C:27]2[CH:28]=[CH:29][C:30]3[N:18]([C:12]4[CH:17]=[CH:16][CH:15]=[CH:14][CH:13]=4)[C:19]4[C:24]([C:25]=3[CH:26]=2)=[CH:23][CH:22]=[CH:21][CH:20]=4)[N:8]=[CH:7][N:6]=1)([CH3:4])([CH3:3])[CH3:2]. The yield is 0.950. (6) The reactants are C(OC(N1CC(=C)CC1C1NC(C2C=CC(C3C=CC4C(=CC=C(C5NC(C6CCCN6C(=O)C(NC(OC)=O)C(C)C)=NC=5)C=4)C=3)=CC=2)=CN=1)=O)(C)(C)C.[CH3:56][O:57][C:58](=[O:90])[NH:59][CH:60]([CH:84]1[CH2:89][CH2:88][O:87][CH2:86][CH2:85]1)[C:61]([N:63]1[CH2:67][CH2:66][CH2:65][CH:64]1[C:68]1[NH:69][C:70]([C:73]2[CH:82]=[CH:81][C:80]3[C:75](=[CH:76][CH:77]=[C:78](Br)[CH:79]=3)[CH:74]=2)=[CH:71][N:72]=1)=[O:62].[C:91]([O:95][C:96]([N:98]1[CH:103]([C:104]2[NH:105][C:106]([C:109]3[CH:114]=[CH:113][C:112](B4OC(C)(C)C(C)(C)O4)=[CH:111][CH:110]=3)=[CH:107][N:108]=2)[CH:102]2[CH2:124][CH:99]1[CH2:100][CH2:101]2)=[O:97])([CH3:94])([CH3:93])[CH3:92]. No catalyst specified. The product is [C:91]([O:95][C:96]([N:98]1[CH:103]([C:104]2[NH:105][C:106]([C:109]3[CH:110]=[CH:111][C:112]([C:78]4[CH:77]=[CH:76][C:75]5[C:80](=[CH:81][CH:82]=[C:73]([C:70]6[NH:69][C:68]([CH:64]7[CH2:65][CH2:66][CH2:67][N:63]7[C:61](=[O:62])[CH:60]([NH:59][C:58]([O:57][CH3:56])=[O:90])[CH:84]7[CH2:89][CH2:88][O:87][CH2:86][CH2:85]7)=[N:72][CH:71]=6)[CH:74]=5)[CH:79]=4)=[CH:113][CH:114]=3)=[CH:107][N:108]=2)[CH:102]2[CH2:124][CH:99]1[CH2:100][CH2:101]2)=[O:97])([CH3:94])([CH3:93])[CH3:92]. The yield is 0.480.